This data is from Catalyst prediction with 721,799 reactions and 888 catalyst types from USPTO. The task is: Predict which catalyst facilitates the given reaction. (1) Reactant: [Cl:1][C:2]1[C:7]([Cl:8])=[CH:6][C:5]([NH2:9])=[C:4]([NH2:10])[CH:3]=1.C([O:15][C:16](=O)[CH2:17][C:18]([C:20]1[CH:25]=[CH:24][CH:23]=[C:22]([C:26]2[C:31]([CH3:32])=[CH:30][N:29]=[C:28]([CH3:33])[CH:27]=2)[CH:21]=1)=O)(C)(C)C. Product: [Cl:1][C:2]1[C:7]([Cl:8])=[CH:6][C:5]2[NH:9][C:16](=[O:15])[CH2:17][C:18]([C:20]3[CH:25]=[CH:24][CH:23]=[C:22]([C:26]4[C:31]([CH3:32])=[CH:30][N:29]=[C:28]([CH3:33])[CH:27]=4)[CH:21]=3)=[N:10][C:4]=2[CH:3]=1. The catalyst class is: 113. (2) Reactant: [Cl:1][C:2]1[C:3]2[CH:10]=[CH:9][NH:8][C:4]=2[N:5]=[CH:6][N:7]=1.[B-](F)(F)(F)[F:12].[B-](F)(F)(F)F.C1[N+]2(CCl)CC[N+](F)(CC2)C1.C(#N)C. Product: [Cl:1][C:2]1[C:3]2[C:10]([F:12])=[CH:9][NH:8][C:4]=2[N:5]=[CH:6][N:7]=1. The catalyst class is: 15.